From a dataset of Catalyst prediction with 721,799 reactions and 888 catalyst types from USPTO. Predict which catalyst facilitates the given reaction. (1) Reactant: C[Zn]C.I[C:5]1[C:13]2[C:8](=[CH:9][CH:10]=[CH:11][C:12]=2[N+:14]([O-:16])=[O:15])[NH:7][N:6]=1.[CH3:17]O.Cl. Product: [CH3:17][C:5]1[C:13]2[C:8](=[CH:9][CH:10]=[CH:11][C:12]=2[N+:14]([O-:16])=[O:15])[NH:7][N:6]=1. The catalyst class is: 258. (2) Reactant: [F:1][C:2]([F:23])([F:22])[C:3]1[CH:4]=[C:5]([C:9]2[CH2:10][CH2:11][N:12](C(OC(C)(C)C)=O)[CH2:13][CH:14]=2)[CH:6]=[N:7][CH:8]=1. Product: [F:23][C:2]([F:1])([F:22])[C:3]1[CH:4]=[C:5]([C:9]2[CH2:10][CH2:11][NH:12][CH2:13][CH:14]=2)[CH:6]=[N:7][CH:8]=1. The catalyst class is: 89. (3) Reactant: [Cl-].O[NH3+:3].[C:4](=[O:7])([O-])[OH:5].[Na+].CS(C)=O.[F:13][CH2:14][C:15]1[N:16]([C:40]2[CH:45]=[CH:44][C:43]([O:46][CH3:47])=[CH:42][CH:41]=2)[C:17](=[O:39])[C:18]([CH2:24][C:25]2[CH:30]=[CH:29][C:28]([C:31]3[C:32]([C:37]#[N:38])=[CH:33][CH:34]=[CH:35][CH:36]=3)=[CH:27][CH:26]=2)=[C:19]([CH2:21][CH2:22][CH3:23])[N:20]=1. Product: [F:13][CH2:14][C:15]1[N:16]([C:40]2[CH:41]=[CH:42][C:43]([O:46][CH3:47])=[CH:44][CH:45]=2)[C:17](=[O:39])[C:18]([CH2:24][C:25]2[CH:26]=[CH:27][C:28]([C:31]3[CH:36]=[CH:35][CH:34]=[CH:33][C:32]=3[C:37]3[NH:3][C:4](=[O:7])[O:5][N:38]=3)=[CH:29][CH:30]=2)=[C:19]([CH2:21][CH2:22][CH3:23])[N:20]=1. The catalyst class is: 13. (4) Reactant: Br[CH2:2][CH2:3][CH2:4][C:5]([O:7][CH3:8])=[O:6].[OH:9][N:10]1[C:14](=[O:15])[C:13]2=[CH:16][CH:17]=[CH:18][CH:19]=[C:12]2[C:11]1=[O:20].C(N(CC)CC)C.[K+].[Br-]. Product: [C:14]1(=[O:15])[N:10]([O:9][CH2:2][CH2:3][CH2:4][C:5]([O:7][CH3:8])=[O:6])[C:11](=[O:20])[C:12]2=[CH:19][CH:18]=[CH:17][CH:16]=[C:13]12. The catalyst class is: 10. (5) Reactant: [CH2:1]([O:3][C:4](=[O:15])[CH2:5][C:6]1[CH:11]=[CH:10][C:9]([N+:12]([O-:14])=[O:13])=[CH:8][CH:7]=1)[CH3:2].[CH2:16]([Mg]Cl)[CH3:17].ClC1C(=O)C(C#N)=C(C#N)C(=O)C=1Cl.O. Product: [CH2:1]([O:3][C:4](=[O:15])[CH2:5][C:6]1[CH:11]=[CH:10][C:9]([N+:12]([O-:14])=[O:13])=[C:8]([CH2:16][CH3:17])[CH:7]=1)[CH3:2]. The catalyst class is: 7.